Dataset: Full USPTO retrosynthesis dataset with 1.9M reactions from patents (1976-2016). Task: Predict the reactants needed to synthesize the given product. (1) Given the product [CH:1]1([N:5]2[CH2:6][CH2:7][C:8]3([CH2:9][CH2:10][N:11]([C:14]4[CH:21]=[CH:20][C:19]([CH2:32][N:26]5[CH2:27][CH2:28][CH2:29][CH:25]5[CH3:24])=[CH:18][CH:15]=4)[CH2:12][CH2:13]3)[CH2:22][CH2:23]2)[CH2:4][CH2:3][CH2:2]1, predict the reactants needed to synthesize it. The reactants are: [CH:1]1([N:5]2[CH2:23][CH2:22][C:8]3([CH2:13][CH2:12][N:11]([C:14]4[CH:21]=[CH:20][CH:19]=[CH:18][C:15]=4C=O)[CH2:10][CH2:9]3)[CH2:7][CH2:6]2)[CH2:4][CH2:3][CH2:2]1.[CH3:24][CH:25]1[CH2:29][CH2:28][CH2:27][NH:26]1.[BH-](OC(C)=O)(OC(C)=O)O[C:32](C)=O.[Na+]. (2) Given the product [CH3:19][O:20][C:21](=[O:34])[CH2:22][C@@H:23]([C:27]1[CH:28]=[CH:29][C:30]([O:33][CH2:12][C:11]2[CH:10]=[C:9]([C:6]3[CH:7]=[CH:8][C:3]([C:2]([F:18])([F:17])[F:1])=[CH:4][CH:5]=3)[CH:16]=[CH:15][CH:14]=2)=[CH:31][CH:32]=1)[C:24]#[C:25][CH3:26], predict the reactants needed to synthesize it. The reactants are: [F:1][C:2]([F:18])([F:17])[C:3]1[CH:8]=[CH:7][C:6]([C:9]2[CH:10]=[C:11]([CH:14]=[CH:15][CH:16]=2)[CH2:12]Cl)=[CH:5][CH:4]=1.[CH3:19][O:20][C:21](=[O:34])[CH2:22][C@@H:23]([C:27]1[CH:32]=[CH:31][C:30]([OH:33])=[CH:29][CH:28]=1)[C:24]#[C:25][CH3:26].C([O-])([O-])=O.[Cs+].[Cs+]. (3) Given the product [F:19][C:2]([F:18])([F:1])[C:3]1[CH:8]=[CH:7][C:6]([C:9]2[CH2:14][CH2:13][CH2:12][CH2:11][C:10]=2[C:15]([NH:20][C:21]2[CH:22]=[C:23]3[C:27](=[CH:28][CH:29]=2)[CH2:26][CH:25]([NH:30][C:31]([C:33]2[CH:38]=[CH:37][CH:36]=[CH:35][N:34]=2)=[O:32])[CH2:24]3)=[O:16])=[CH:5][CH:4]=1, predict the reactants needed to synthesize it. The reactants are: [F:1][C:2]([F:19])([F:18])[C:3]1[CH:8]=[CH:7][C:6]([C:9]2[CH2:14][CH2:13][CH2:12][CH2:11][C:10]=2[C:15](O)=[O:16])=[CH:5][CH:4]=1.[NH2:20][C:21]1[CH:22]=[C:23]2[C:27](=[CH:28][CH:29]=1)[CH2:26][CH:25]([NH:30][C:31]([C:33]1[CH:38]=[CH:37][CH:36]=[CH:35][N:34]=1)=[O:32])[CH2:24]2.O.ON1C2C=CC=CC=2N=N1.CN(C)CCCN=C=NCC. (4) Given the product [Cl:16][C@:12]12[CH2:13][CH2:14][CH2:15][C@@:8]1([C:6]([OH:7])=[O:5])[CH2:9][N:10]([C@@H:18]([C:20]1[CH:21]=[CH:22][CH:23]=[CH:24][CH:25]=1)[CH3:19])[C:11]2=[O:17], predict the reactants needed to synthesize it. The reactants are: C([O:5][C:6]([C@@:8]12[CH2:15][CH2:14][CH2:13][C@:12]1([Cl:16])[C:11](=[O:17])[N:10]([C@@H:18]([C:20]1[CH:25]=[CH:24][CH:23]=[CH:22][CH:21]=1)[CH3:19])[CH2:9]2)=[O:7])(C)(C)C.FC(F)(F)C(O)=O. (5) The reactants are: [CH3:1][C:2]1[C:6]([S:7]([N:10]2[CH2:20][CH2:19][C:13]3([C:17](=[O:18])[NH:16][CH2:15][CH2:14]3)[CH2:12][CH2:11]2)(=[O:9])=[O:8])=[C:5]([CH3:21])[O:4][N:3]=1.[F:22][C:23]([F:34])([F:33])[CH:24]([C:26]1[CH:31]=[CH:30][C:29](I)=[CH:28][CH:27]=1)[OH:25]. Given the product [CH3:1][C:2]1[C:6]([S:7]([N:10]2[CH2:11][CH2:12][C:13]3([C:17](=[O:18])[N:16]([C:29]4[CH:30]=[CH:31][C:26]([CH:24]([OH:25])[C:23]([F:33])([F:34])[F:22])=[CH:27][CH:28]=4)[CH2:15][CH2:14]3)[CH2:19][CH2:20]2)(=[O:9])=[O:8])=[C:5]([CH3:21])[O:4][N:3]=1, predict the reactants needed to synthesize it. (6) Given the product [ClH:47].[F:34][C:31]1[CH:30]=[CH:29][C:28]([C:27]([NH:26][C@H:18]2[C:17]3[C:22](=[CH:23][CH:24]=[C:6]([N:8]4[CH2:9][CH2:10][NH:11][CH2:12][CH2:13]4)[CH:16]=3)[O:21][CH2:20][C@@H:19]2[OH:25])=[O:35])=[CH:33][CH:32]=1, predict the reactants needed to synthesize it. The reactants are: C(O[C:6]([N:8]1[CH2:13][CH2:12][NH:11][CH2:10][CH2:9]1)=O)(C)(C)C.BrC1[CH:16]=[C:17]2[C:22](=[CH:23][CH:24]=1)[O:21][CH2:20][C@H:19]([OH:25])[C@H:18]2[NH:26][C:27](=[O:35])[C:28]1[CH:33]=[CH:32][C:31]([F:34])=[CH:30][CH:29]=1.CC(C)([O-])C.[Na+].P(=O)(O)(O)O.[ClH:47].